Regression. Given a peptide amino acid sequence and an MHC pseudo amino acid sequence, predict their binding affinity value. This is MHC class I binding data. From a dataset of Peptide-MHC class I binding affinity with 185,985 pairs from IEDB/IMGT. (1) The peptide sequence is TILLSDKGK. The MHC is HLA-A11:01 with pseudo-sequence HLA-A11:01. The binding affinity (normalized) is 0.594. (2) The peptide sequence is CPAVAVHDF. The MHC is HLA-B53:01 with pseudo-sequence HLA-B53:01. The binding affinity (normalized) is 0.693. (3) The peptide sequence is FLTNKLLLFA. The MHC is HLA-A02:06 with pseudo-sequence HLA-A02:06. The binding affinity (normalized) is 0.814. (4) The peptide sequence is IVLEFFMMV. The MHC is HLA-A02:01 with pseudo-sequence HLA-A02:01. The binding affinity (normalized) is 0.775. (5) The peptide sequence is RPRWLGADI. The MHC is HLA-B07:02 with pseudo-sequence HLA-B07:02. The binding affinity (normalized) is 0.872. (6) The peptide sequence is SSAAQRRGRI. The MHC is HLA-A68:02 with pseudo-sequence HLA-A68:02. The binding affinity (normalized) is 0.637. (7) The peptide sequence is AAFQSSMTK. The MHC is HLA-A11:01 with pseudo-sequence HLA-A11:01. The binding affinity (normalized) is 0.849. (8) The peptide sequence is MAIHRSLTK. The MHC is HLA-B53:01 with pseudo-sequence HLA-B53:01. The binding affinity (normalized) is 0.213. (9) The peptide sequence is YRTLGVFRY. The MHC is HLA-A02:11 with pseudo-sequence HLA-A02:11. The binding affinity (normalized) is 0.0847.